The task is: Predict the reactants needed to synthesize the given product.. This data is from Full USPTO retrosynthesis dataset with 1.9M reactions from patents (1976-2016). (1) Given the product [NH2:17][C:16]1[NH:18][C:4](=[O:5])[C:3]2[C:2](=[CH:11][C:10]([C:12]([O:14][CH3:15])=[O:13])=[CH:9][CH:8]=2)[N:1]=1, predict the reactants needed to synthesize it. The reactants are: [NH2:1][C:2]1[CH:11]=[C:10]([C:12]([O:14][CH3:15])=[O:13])[CH:9]=[CH:8][C:3]=1[C:4](OC)=[O:5].[C:16](Cl)(=[NH:18])[NH2:17].Cl.CS(C)(=O)=O. (2) Given the product [Cl:1][C:2]1[N:7]=[C:6]2[N:8]=[C:9]([CH2:16][N:17]3[C:21]4[CH:22]=[N:23][CH:24]=[CH:25][C:20]=4[N:19]([CH:26]4[CH2:28][CH2:27]4)[C:18]3=[O:29])[N:10]([CH2:11][CH2:12][CH2:13][CH:14]=[O:15])[C:5]2=[CH:4][CH:3]=1, predict the reactants needed to synthesize it. The reactants are: [Cl:1][C:2]1[N:7]=[C:6]2[N:8]=[C:9]([CH2:16][N:17]3[C:21]4[CH:22]=[N:23][CH:24]=[CH:25][C:20]=4[N:19]([CH:26]4[CH2:28][CH2:27]4)[C:18]3=[O:29])[N:10]([CH2:11][CH2:12][CH2:13][CH2:14][OH:15])[C:5]2=[CH:4][CH:3]=1.CC(OI1(OC(C)=O)(OC(C)=O)OC(=O)C2C=CC=CC1=2)=O.C(OCC)C. (3) Given the product [C:15]([O:14][C:12]([N:9]1[CH2:8][CH2:7][C:6](=[CH:5][C:4]2[CH:19]=[CH:20][CH:21]=[C:2]([O:1][C:23]3[CH:28]=[CH:27][CH:26]=[CH:25][N:24]=3)[CH:3]=2)[CH2:11][CH2:10]1)=[O:13])([CH3:18])([CH3:16])[CH3:17], predict the reactants needed to synthesize it. The reactants are: [OH:1][C:2]1[CH:3]=[C:4]([CH:19]=[CH:20][CH:21]=1)[CH:5]=[C:6]1[CH2:11][CH2:10][N:9]([C:12]([O:14][C:15]([CH3:18])([CH3:17])[CH3:16])=[O:13])[CH2:8][CH2:7]1.Br[C:23]1[CH:28]=[CH:27][CH:26]=[CH:25][N:24]=1.C(=O)([O-])[O-].[Cs+].[Cs+]. (4) Given the product [CH2:1]([NH:3][C:4]1[CH:10]=[CH:9][C:7]([NH:8][C:18]([N:35]2[CH2:36][CH2:37][N:32]([CH3:31])[CH2:33][CH2:34]2)=[O:24])=[CH:6][C:5]=1[N+:11]([O-:13])=[O:12])[CH3:2], predict the reactants needed to synthesize it. The reactants are: [CH2:1]([NH:3][C:4]1[CH:10]=[CH:9][C:7]([NH2:8])=[CH:6][C:5]=1[N+:11]([O-:13])=[O:12])[CH3:2].ClC(Cl)(O[C:18](=[O:24])OC(Cl)(Cl)Cl)Cl.C([O-])(O)=O.[Na+].[CH3:31][N:32]1[CH2:37][CH2:36][NH:35][CH2:34][CH2:33]1. (5) Given the product [C:23]1([N:2]2[CH:1]=[C:12]3[C:4]([N:5]([C:13]([O:15][CH2:16][CH3:17])=[O:14])[C:6]4[CH:7]=[CH:8][CH:9]=[CH:10][C:11]=43)=[C:3]2[C:18]([O:20][CH2:21][CH3:22])=[O:19])[CH:28]=[CH:27][CH:26]=[CH:25][CH:24]=1, predict the reactants needed to synthesize it. The reactants are: [CH:1]1[NH:2][C:3]([C:18]([O:20][CH2:21][CH3:22])=[O:19])=[C:4]2[C:12]=1[C:11]1[CH:10]=[CH:9][CH:8]=[CH:7][C:6]=1[N:5]2[C:13]([O:15][CH2:16][CH3:17])=[O:14].[C:23]1(B(O)O)[CH:28]=[CH:27][CH:26]=[CH:25][CH:24]=1. (6) Given the product [CH3:43][N:2]([CH3:1])[C:3]([C@@H:5]1[CH2:9][C@@H:8]([OH:10])[CH2:7][N:6]1[C:11]1([C:35]2[C:36](=[O:41])[NH:37][CH:38]=[CH:39][CH:40]=2)[C:19]2[C:14](=[CH:15][CH:16]=[C:17]([Cl:20])[CH:18]=2)[N:13]([S:21]([C:24]2[CH:29]=[CH:28][C:27]([O:30][CH3:31])=[CH:26][C:25]=2[O:32][CH3:33])(=[O:22])=[O:23])[C:12]1=[O:34])=[O:4], predict the reactants needed to synthesize it. The reactants are: [CH3:1][N:2]([CH3:43])[C:3]([C@@H:5]1[CH2:9][C@@H:8]([OH:10])[CH2:7][N:6]1[C:11]1([C:35]2[C:36]([O:41]C)=[N:37][CH:38]=[CH:39][CH:40]=2)[C:19]2[C:14](=[CH:15][CH:16]=[C:17]([Cl:20])[CH:18]=2)[N:13]([S:21]([C:24]2[CH:29]=[CH:28][C:27]([O:30][CH3:31])=[CH:26][C:25]=2[O:32][CH3:33])(=[O:23])=[O:22])[C:12]1=[O:34])=[O:4].[I-].[Na+]. (7) The reactants are: [F:1][C:2]1[CH:7]=[CH:6][C:5]([C:8]2[O:9][CH:10]=[C:11]([CH:13]([CH2:19][NH2:20])[CH2:14][CH2:15][N:16]([CH3:18])[CH3:17])[N:12]=2)=[CH:4][CH:3]=1.[F:21][C:22]([F:38])([F:37])[C:23]1[O:27][N:26]=[C:25]([C:28]2[CH:29]=[C:30]([CH:34]=[CH:35][CH:36]=2)[C:31](O)=[O:32])[N:24]=1. Given the product [CH3:17][N:16]([CH3:18])[CH2:15][CH2:14][CH:13]([C:11]1[N:12]=[C:8]([C:5]2[CH:4]=[CH:3][C:2]([F:1])=[CH:7][CH:6]=2)[O:9][CH:10]=1)[CH2:19][NH:20][C:31](=[O:32])[C:30]1[CH:34]=[CH:35][CH:36]=[C:28]([C:25]2[N:24]=[C:23]([C:22]([F:38])([F:37])[F:21])[O:27][N:26]=2)[CH:29]=1, predict the reactants needed to synthesize it. (8) Given the product [CH:18]1([N:5]2[C:1](=[O:11])[C:2]3[C:3](=[CH:7][CH:8]=[CH:9][CH:10]=3)[C:4]2=[O:6])[CH2:17][CH2:16][CH:15]=[CH:14][CH2:19]1, predict the reactants needed to synthesize it. The reactants are: [C:1]1(=[O:11])[NH:5][C:4](=[O:6])[C:3]2=[CH:7][CH:8]=[CH:9][CH:10]=[C:2]12.[K].Br[CH:14]1[CH2:19][CH2:18][CH2:17][CH:16]=[CH:15]1. (9) Given the product [CH3:1][O:2][C:3]1[CH:4]=[C:5]([C:11]2[N:12]=[C:13]3[CH2:22][N:24]([C:25]4[CH:26]=[N:27][N:28]([CH2:30][C:31]#[N:32])[CH:29]=4)[C:17](=[O:19])[C:14]3=[CH:15][CH:16]=2)[CH:6]=[N:7][C:8]=1[O:9][CH3:10], predict the reactants needed to synthesize it. The reactants are: [CH3:1][O:2][C:3]1[CH:4]=[C:5]([C:11]2[CH:16]=[CH:15][C:14]([C:17]([O:19]CC)=O)=[C:13]([CH2:22]Br)[N:12]=2)[CH:6]=[N:7][C:8]=1[O:9][CH3:10].[NH2:24][C:25]1[CH:26]=[N:27][N:28]([CH2:30][C:31]#[N:32])[CH:29]=1.C(=O)([O-])[O-].[Na+].[Na+].O.